Task: Predict the reaction yield, written as a fraction of the theoretical maximum amount of product (1.0 means a 100% yield; for example, 0.34 means a 34% yield).. Dataset: Reaction yield outcomes from USPTO patents with 853,638 reactions (1) The catalyst is CN(C=O)C.C(OCC)(=O)C. The yield is 0.850. The product is [I:14][C:11]1[C:5]2[C:6](=[CH:7][N:8]=[C:3]([O:2][CH3:1])[CH:4]=2)[NH:9][N:10]=1. The reactants are [CH3:1][O:2][C:3]1[CH:4]=[C:5]2[CH:11]=[N:10][NH:9][C:6]2=[CH:7][N:8]=1.[OH-].[K+].[I:14]I. (2) The reactants are [C:1]([O:5][C:6](=[O:17])[CH2:7]/[N:8]=[CH:9]/[C:10]1[CH:15]=[CH:14][CH:13]=[C:12]([Cl:16])[CH:11]=1)([CH3:4])([CH3:3])[CH3:2].[Cl:18][C:19]1[CH:20]=[C:21](/[CH:25]=[C:26](/[C:29]2[CH:34]=[CH:33][C:32]([Cl:35])=[CH:31][CH:30]=2)\[C:27]#[N:28])[CH:22]=[CH:23][CH:24]=1.C(N(CC)CC)C. The catalyst is ClCCl. The product is [C:1]([O:5][C:6]([CH:7]1[CH:25]([C:21]2[CH:22]=[CH:23][CH:24]=[C:19]([Cl:18])[CH:20]=2)[C:26]([C:29]2[CH:30]=[CH:31][C:32]([Cl:35])=[CH:33][CH:34]=2)([C:27]#[N:28])[CH:9]([C:10]2[CH:15]=[CH:14][CH:13]=[C:12]([Cl:16])[CH:11]=2)[NH:8]1)=[O:17])([CH3:4])([CH3:2])[CH3:3]. The yield is 0.440. (3) The reactants are [H-].[H-].[H-].[H-].[Li+].[Al+3].C(O[C:15](=O)[NH:16][C@H:17]1[CH2:22][CH2:21][C@H:20]([OH:23])[CH2:19][CH2:18]1)C1C=CC=CC=1.[O-]S([O-])(=O)=O.[Na+].[Na+].O. The catalyst is C1COCC1. The product is [CH3:15][NH:16][C@H:17]1[CH2:22][CH2:21][C@H:20]([OH:23])[CH2:19][CH2:18]1. The yield is 0.460. (4) The reactants are Br[C:2]1[CH:3]=[CH:4][C:5]([N+:24]([O-:26])=[O:25])=[C:6]([CH:23]=1)[CH2:7][NH:8][CH2:9][CH:10]1[CH2:15][CH2:14][N:13]([C:16]([O:18][C:19]([CH3:22])([CH3:21])[CH3:20])=[O:17])[CH2:12][CH2:11]1.O.CCCCCC.C(OCC)(=O)C.[CH3:40][N:41](C=O)C. The catalyst is [Zn].[C-]#N.[Zn+2].[C-]#N.C1C=CC([P]([Pd]([P](C2C=CC=CC=2)(C2C=CC=CC=2)C2C=CC=CC=2)([P](C2C=CC=CC=2)(C2C=CC=CC=2)C2C=CC=CC=2)[P](C2C=CC=CC=2)(C2C=CC=CC=2)C2C=CC=CC=2)(C2C=CC=CC=2)C2C=CC=CC=2)=CC=1. The product is [C:40]([C:2]1[CH:3]=[CH:4][C:5]([N+:24]([O-:26])=[O:25])=[C:6]([CH:23]=1)[CH2:7][NH:8][CH2:9][CH:10]1[CH2:15][CH2:14][N:13]([C:16]([O:18][C:19]([CH3:22])([CH3:21])[CH3:20])=[O:17])[CH2:12][CH2:11]1)#[N:41]. The yield is 0.460. (5) The reactants are [H-].C([Al+]CC(C)C)C(C)C.C(O[C:14]([C:16]1[CH:25]=[C:24]2[C:19]([C:20](Cl)=[CH:21][C:22]([Cl:26])=[N:23]2)=[CH:18][C:17]=1[CH3:28])=[O:15])C.S([O-])([O-])(=O)=O.[Mg+2].[NH:35]1[CH2:41][CH2:40][CH2:39][CH2:38][CH2:37][CH2:36]1.[Cl-].[Li+]. The catalyst is O1CCCC1.C(OCC)(=O)C. The product is [N:35]1([C:20]2[C:19]3[C:24](=[CH:25][C:16]([CH2:14][OH:15])=[C:17]([CH3:28])[CH:18]=3)[N:23]=[C:22]([Cl:26])[CH:21]=2)[CH2:41][CH2:40][CH2:39][CH2:38][CH2:37][CH2:36]1. The yield is 0.660. (6) The product is [CH3:29][C:28]([N:1]1[CH:5]=[C:4]([C:6]2[CH:11]=[CH:10][N:9]=[C:8]3[N:12]([CH2:15][O:16][CH2:17][CH2:18][Si:19]([CH3:22])([CH3:21])[CH3:20])[CH:13]=[CH:14][C:7]=23)[CH:3]=[N:2]1)([CH3:30])[CH2:27][C:26]([O:25][CH2:23][CH3:24])=[O:31]. The yield is 0.790. The catalyst is CN(C=O)C.O. The reactants are [NH:1]1[CH:5]=[C:4]([C:6]2[CH:11]=[CH:10][N:9]=[C:8]3[N:12]([CH2:15][O:16][CH2:17][CH2:18][Si:19]([CH3:22])([CH3:21])[CH3:20])[CH:13]=[CH:14][C:7]=23)[CH:3]=[N:2]1.[CH2:23]([O:25][C:26](=[O:31])[CH:27]=[C:28]([CH3:30])[CH3:29])[CH3:24].C(=O)([O-])[O-].[Cs+].[Cs+]. (7) The yield is 1.00. The product is [CH3:1][N:2]1[C:6]([CH2:7][OH:8])=[CH:5][C:4]([N+:11]([O-:13])=[O:12])=[N:3]1. The catalyst is C1COCC1. The reactants are [CH3:1][N:2]1[C:6]([C:7](OC)=[O:8])=[CH:5][C:4]([N+:11]([O-:13])=[O:12])=[N:3]1.[BH4-].[Li+]. (8) The yield is 0.440. The reactants are [OH:1][C:2]1[CH:3]=[C:4]([CH:9]=[C:10]([OH:12])[CH:11]=1)[C:5]([O:7][CH3:8])=[O:6].C([O-])([O-])=O.[K+].[K+].I[CH:20]([CH3:22])[CH3:21]. The product is [CH3:8][O:7][C:5](=[O:6])[C:4]1[CH:3]=[C:2]([O:1][CH:20]([CH3:22])[CH3:21])[CH:11]=[C:10]([OH:12])[CH:9]=1. The catalyst is CC(C)=O.